Task: Predict the product of the given reaction.. Dataset: Forward reaction prediction with 1.9M reactions from USPTO patents (1976-2016) (1) Given the reactants CC1(C)O[C:6](=[O:8])[C:5](=[C:9](SC)[NH:10][C:11]2[CH:15]=[CH:14][S:13][CH:12]=2)C(=O)O1.[NH2:20][CH2:21][CH2:22][CH2:23][NH2:24].C(OC(=O)C)(=O)C.CN(C)C.[ClH:36].C([O-])(O)=O.[Na+], predict the reaction product. The product is: [ClH:36].[NH2:20][CH2:21][CH2:22][CH2:23][NH:24][C:9]1[NH:10][C:11]2[CH:15]=[CH:14][S:13][C:12]=2[C:6](=[O:8])[CH:5]=1. (2) The product is: [Li+:8].[CH3:2][CH:1]([N-:4][CH:5]([CH3:7])[CH3:6])[CH3:3].[C:18]1([CH:17]2[C:25]3([CH2:24][CH2:28][NH:4][CH2:1][CH2:2]3)[C:26](=[O:27])[NH:13][CH2:16]2)[CH:23]=[CH:22][CH:21]=[CH:20][CH:19]=1. Given the reactants [CH:1]([NH:4][CH:5]([CH3:7])[CH3:6])([CH3:3])[CH3:2].[Li:8]CCCC.[N+:13](/[CH:16]=[CH:17]/[C:18]1[CH:23]=[CH:22][CH:21]=[CH:20][CH:19]=1)([O-])=O.[CH2:24]1[CH2:28][O:27][CH2:26][CH2:25]1, predict the reaction product. (3) The product is: [ClH:37].[NH:1]([C:10]([O:12][CH2:13][C:14]1[CH:15]=[CH:16][C:17]([CH2:20][CH2:21][C:22]2[N:23]=[C:24]([NH:27][C:28](=[O:30])[CH3:29])[S:25][CH:26]=2)=[CH:18][CH:19]=1)=[O:11])[NH2:2]. Given the reactants [NH:1]([C:10]([O:12][CH2:13][C:14]1[CH:19]=[CH:18][C:17]([CH2:20][CH2:21][C:22]2[N:23]=[C:24]([NH:27][C:28](=[O:30])[CH3:29])[S:25][CH:26]=2)=[CH:16][CH:15]=1)=[O:11])[NH:2]C(OC(C)(C)C)=O.O1CCOCC1.[ClH:37], predict the reaction product. (4) The product is: [CH3:30][O:29][C:26]1[CH:27]=[C:28]2[C:23](=[CH:24][C:25]=1[O:31][CH2:32][CH2:33][CH2:34][N:35]1[CH2:40][CH2:39][O:38][CH2:37][CH2:36]1)[N:22]=[CH:21][N:20]=[C:19]2[NH:18][C:12]1[C:13]2[O:17][CH2:16][O:15][C:14]=2[C:9]([C:43]#[C:42][CH2:41][O:44][CH3:45])=[CH:10][CH:11]=1. Given the reactants C(NC(C)C)(C)C.I[C:9]1[C:14]2[O:15][CH2:16][O:17][C:13]=2[C:12]([NH:18][C:19]2[C:28]3[C:23](=[CH:24][C:25]([O:31][CH2:32][CH2:33][CH2:34][N:35]4[CH2:40][CH2:39][O:38][CH2:37][CH2:36]4)=[C:26]([O:29][CH3:30])[CH:27]=3)[N:22]=[CH:21][N:20]=2)=[CH:11][CH:10]=1.[CH2:41]([O:44][CH3:45])[C:42]#[CH:43], predict the reaction product. (5) Given the reactants [H-].[Al+3].[Li+].[H-].[H-].[H-].[C:7]([C:11]1[CH:18]=[CH:17][C:14]([C:15]#[N:16])=[C:13]([O:19][CH3:20])[CH:12]=1)([CH3:10])([CH3:9])[CH3:8].[OH-].[Na+], predict the reaction product. The product is: [C:7]([C:11]1[CH:18]=[CH:17][C:14]([CH2:15][NH2:16])=[C:13]([O:19][CH3:20])[CH:12]=1)([CH3:10])([CH3:8])[CH3:9]. (6) Given the reactants [CH3:1][CH:2]1[C:7](=O)[CH2:6][CH2:5][N:4]([C:9]([O:11][C:12]([CH3:15])([CH3:14])[CH3:13])=[O:10])[CH2:3]1.Cl.C[NH:18][OH:19].[C:20](=O)([O-])O.[Na+], predict the reaction product. The product is: [CH3:1][CH:2]1[CH2:3][N:4]([C:9]([O:11][C:12]([CH3:15])([CH3:14])[CH3:13])=[O:10])[CH2:5][CH2:6]/[C:7]/1=[N:18]\[O:19][CH3:20].